This data is from Forward reaction prediction with 1.9M reactions from USPTO patents (1976-2016). The task is: Predict the product of the given reaction. (1) Given the reactants [CH2:1]([C:4]1[C:12]2[N:11]=[C:10]([CH2:13][O:14][C:15]3[CH:20]=[CH:19][C:18]([Cl:21])=[CH:17][CH:16]=3)[N:9](S(C(F)(F)F)(=O)=O)[C:8]=2[CH:7]=[CH:6][CH:5]=1)[CH:2]=[CH2:3].C(=O)([O-])[O-].[K+].[K+], predict the reaction product. The product is: [CH2:1]([C:4]1[C:12]2[NH:11][C:10]([CH2:13][O:14][C:15]3[CH:16]=[CH:17][C:18]([Cl:21])=[CH:19][CH:20]=3)=[N:9][C:8]=2[CH:7]=[CH:6][CH:5]=1)[CH:2]=[CH2:3]. (2) Given the reactants [NH2:1][C:2]1[CH:26]=[C:25]([Cl:27])[CH:24]=[CH:23][C:3]=1[O:4][CH2:5][C:6]([N:8]1[CH2:13][CH2:12][N:11]([CH2:14][C:15]2[CH:20]=[CH:19][C:18]([F:21])=[CH:17][CH:16]=2)[CH2:10][C@H:9]1[CH3:22])=[O:7].N1C=CC=CC=1.Cl[C:35]([O:37][C:38]1[CH:43]=[CH:42][C:41]([N+:44]([O-:46])=[O:45])=[CH:40][CH:39]=1)=[O:36], predict the reaction product. The product is: [N+:44]([C:41]1[CH:40]=[CH:39][C:38]([O:37][C:35](=[O:36])[NH:1][C:2]2[CH:26]=[C:25]([Cl:27])[CH:24]=[CH:23][C:3]=2[O:4][CH2:5][C:6]([N:8]2[CH2:13][CH2:12][N:11]([CH2:14][C:15]3[CH:20]=[CH:19][C:18]([F:21])=[CH:17][CH:16]=3)[CH2:10][C@H:9]2[CH3:22])=[O:7])=[CH:43][CH:42]=1)([O-:46])=[O:45]. (3) Given the reactants [C:1]([O:4][CH2:5][C@@H:6]([N:19](C(OC(C)(C)C)=O)[CH3:20])[CH2:7][CH2:8][C:9]([O:11][CH2:12][C:13]1[CH:18]=[CH:17][CH:16]=[CH:15][CH:14]=1)=[O:10])(=[O:3])[CH3:2].[ClH:28], predict the reaction product. The product is: [ClH:28].[C:1]([O:4][CH2:5][C@@H:6]([NH:19][CH3:20])[CH2:7][CH2:8][C:9]([O:11][CH2:12][C:13]1[CH:14]=[CH:15][CH:16]=[CH:17][CH:18]=1)=[O:10])(=[O:3])[CH3:2].